Task: Predict the reaction yield, written as a fraction of the theoretical maximum amount of product (1.0 means a 100% yield; for example, 0.34 means a 34% yield).. Dataset: Reaction yield outcomes from USPTO patents with 853,638 reactions (1) The reactants are Br[C:2]1[CH:3]=[C:4]([C:8]2([C:19]3[CH:24]=[CH:23][N:22]=[C:21]([C:25]([F:28])([F:27])[F:26])[CH:20]=3)[C:16]3[C:11](=[C:12]([F:17])[CH:13]=[CH:14][CH:15]=3)[C:10]([NH2:18])=[N:9]2)[CH:5]=[CH:6][CH:7]=1.C([Sn](CCCC)(CCCC)[C:34]1[CH:39]=[N:38][CH:37]=[CH:36][N:35]=1)CCC. The catalyst is CN(C=O)C.[Cl-].[Na+].O.C1C=CC([P]([Pd]([P](C2C=CC=CC=2)(C2C=CC=CC=2)C2C=CC=CC=2)([P](C2C=CC=CC=2)(C2C=CC=CC=2)C2C=CC=CC=2)[P](C2C=CC=CC=2)(C2C=CC=CC=2)C2C=CC=CC=2)(C2C=CC=CC=2)C2C=CC=CC=2)=CC=1. The product is [F:17][C:12]1[CH:13]=[CH:14][CH:15]=[C:16]2[C:11]=1[C:10]([NH2:18])=[N:9][C:8]2([C:4]1[CH:3]=[CH:2][CH:7]=[C:6]([C:34]2[CH:39]=[N:38][CH:37]=[CH:36][N:35]=2)[CH:5]=1)[C:19]1[CH:24]=[CH:23][N:22]=[C:21]([C:25]([F:26])([F:27])[F:28])[CH:20]=1. The yield is 0.140. (2) The yield is 0.940. The reactants are B(F)(F)F.[CH2:5]([O:7][P:8]([N:13]1[CH:19]2[CH:14]1[CH2:15][CH2:16][N:17]([C:20]([O:22][CH2:23][C:24]1[CH:29]=[CH:28][CH:27]=[CH:26][CH:25]=1)=[O:21])[CH2:18]2)([O:10][CH2:11][CH3:12])=[O:9])[CH3:6].[CH3:30][OH:31]. No catalyst specified. The product is [CH2:5]([O:7][P:8]([NH:13][C@H:19]1[C@H:14]([O:31][CH3:30])[CH2:15][CH2:16][N:17]([C:20]([O:22][CH2:23][C:24]2[CH:29]=[CH:28][CH:27]=[CH:26][CH:25]=2)=[O:21])[CH2:18]1)([O:10][CH2:11][CH3:12])=[O:9])[CH3:6]. (3) The reactants are FC(F)(F)C1C=C(NC(=O)NC2C=CC(C3SC(CCC(OC)=O)=NC=3)=CC=2)C=CC=1.[NH2:32][C:33]1[CH:38]=[CH:37][C:36]([C:39]2[S:43][C:42]([CH:44]3[CH2:49][CH2:48][CH:47]([C:50]([O:52][CH3:53])=[O:51])[CH2:46][CH2:45]3)=[N:41][CH:40]=2)=[CH:35][CH:34]=1.[N:54]([C:57]1[CH:62]=[C:61]([F:63])[CH:60]=[C:59]([F:64])[CH:58]=1)=[C:55]=[O:56]. No catalyst specified. The product is [F:63][C:61]1[CH:62]=[C:57]([NH:54][C:55](=[O:56])[NH:32][C:33]2[CH:34]=[CH:35][C:36]([C:39]3[S:43][C:42]([CH:44]4[CH2:45][CH2:46][CH:47]([C:50]([O:52][CH3:53])=[O:51])[CH2:48][CH2:49]4)=[N:41][CH:40]=3)=[CH:37][CH:38]=2)[CH:58]=[C:59]([F:64])[CH:60]=1. The yield is 0.750. (4) The reactants are [NH2:1][C:2]1[N:10]=[C:9]2[C:5]([N:6]([CH2:18][O:19][CH2:20][CH2:21][Si:22]([CH3:25])([CH3:24])[CH3:23])[C:7](=[O:17])[N:8]2[CH:11]2[CH2:16][CH2:15][O:14][CH2:13][CH2:12]2)=[C:4](Cl)[N:3]=1.[CH3:27][O:28][CH2:29][CH2:30][OH:31].C(=O)([O-])[O-].[Cs+].[Cs+].C(OCC)(=O)C. The catalyst is CN(C=O)C. The product is [NH2:1][C:2]1[N:10]=[C:9]2[C:5]([N:6]([CH2:18][O:19][CH2:20][CH2:21][Si:22]([CH3:25])([CH3:24])[CH3:23])[C:7](=[O:17])[N:8]2[CH:11]2[CH2:16][CH2:15][O:14][CH2:13][CH2:12]2)=[C:4]([O:31][CH2:30][CH2:29][O:28][CH3:27])[N:3]=1. The yield is 0.660.